The task is: Binary Classification. Given a miRNA mature sequence and a target amino acid sequence, predict their likelihood of interaction.. This data is from Experimentally validated miRNA-target interactions with 360,000+ pairs, plus equal number of negative samples. (1) The miRNA is hsa-miR-555 with sequence AGGGUAAGCUGAACCUCUGAU. The protein sequence of the target gene is MDDFLSISLLSVAMLVGCYVAGIIPLAVNFSEERLKLVTVLGAGLLCGTALAVIVPEGVHALYEEVLEGKHHQTSEMKQNGIASDKAAEISSVHEHEHSHDHTQLHAYIGVSLVLGFVFMLLVDQIGSSHVHSSDDPETARPSSSKITTTLGLVVHAAADGVALGAAASTSQTSVQLIVFVAIMLHKAPAAFGLVSFLMHAGLERNRIRKHLLVFALAAPAMSMLTYLGLSKSSKEALSEVNATGVAMLFSAGTFLYVATVHVLPEVGGMGHSHKPDTTGGRGLSRLEVAALVLGCLIPL.... Result: 0 (no interaction). (2) Result: 0 (no interaction). The miRNA is hsa-miR-378c with sequence ACUGGACUUGGAGUCAGAAGAGUGG. The protein sequence of the target gene is MEPLLLGRGLIVYLMFLLLKFSKAIEIPSSVQQVPTIIKQSKVQVAFPFDEYFQIECEAKGNPEPTFSWTKDGNPFYFTDHRIIPSNNSGTFRIPNEGHISHFQGKYRCFASNKLGIAMSEEIEFIVPSVPKFPKEKIDPLEVEEGDPIVLPCNPPKGLPPLHIYWMNIELEHIEQDERVYMSQKGDLYFANVEEKDSRNDYCCFAAFPRLRTIVQKMPMKLTVNSSNSIKQRKPKLLLPPTESGSESSITILKGEILLLECFAEGLPTPQVDWNKIGGDLPKGRETKENYGKTLKIENV.... (3) The miRNA is hsa-miR-1-3p with sequence UGGAAUGUAAAGAAGUAUGUAU. The protein sequence of the target gene is MAFVKSGWLLRQSTILKRWKKNWFDLWSDGHLIYYDDQTRQNIEDKVHMPMDCINIRTGQECRDTQPPDGKSKDCMLQIVCRDGKTISLCAESTDDCLAWKFTLQDSRTNTAYVGSAVMTDETSVVSSPPPYTAYAAPAPEQAYGYGPYGGAYPPGTQVVYAANGQAYAVPYQYPYAGLYGQQPANQVIIRERYRDNDSDLALGMLAGAATGMALGSLFWVF. Result: 1 (interaction). (4) The miRNA is mmu-miR-7025-5p with sequence CGUGAGCUGAAGCUGGUGGCUCCC. The protein sequence of the target gene is MACRPRSPPRHQSRCDGDASPPSPARWSLGRKRRADGRRWRPEDAEEAEHRGAERRPESFTTPEGPKPRSRCSDWASAVEEDEMRTRVNKEMARYKRKLLINDFGRERKSSSGSSDSKESMSTVPADFETDESVLMRRQKQINYGKNTIAYDRYIKEVPRHLRQPGIHPKTPNKFKKYSRRSWDQQIKLWKVALHFWDPPAEEGCDLQEIHPVDLESAESSSEPQTSSQDDFDVYSGTPTKVRHMDSQVEDEFDLEACLTEPLRDFSAMS. Result: 0 (no interaction). (5) The miRNA is hsa-let-7i-3p with sequence CUGCGCAAGCUACUGCCUUGCU. The protein sequence of the target gene is MAGILFEDIFDVKDIDPEGKKFDRVSRLHCESESFKMDLILDVNIQIYPVDLGDKFRLVIASTLYEDGTLDDGEYNPTDDRPSRADQFEYVMYGKVYRIEGDETSTEAATRLSAYVSYGGLLMRLQGDANNLHGFEVDSRVYLLMKKLAF. Result: 0 (no interaction). (6) The miRNA is dre-miR-1 with sequence UGGAAUGUAAAGAAGUAUGUAU. The protein sequence of the target gene is MGPGGRVARLLAPLMWRRAVSSVAGSAVGAEPGLRLLAVQRLPVGAAFCRACQTPNFVRGLHSEPGLEERAEGTVNEGRPESDAADHTGPKFDIDMMVSLLRQENARDICVIQVPPEMRYTDYFVIVSGTSTRHLHAMAFYVVKMYKHLKCKRDPHVKIEGKDTDDWLCVDFGSMVIHLMLPETREIYELEKLWTLRSYDDQLAQIAPETVPEDFILGIEDDTSSVTPVELKCE. Result: 0 (no interaction). (7) The miRNA is hsa-miR-635 with sequence ACUUGGGCACUGAAACAAUGUCC. The protein sequence of the target gene is MVCGSPGGMLLLRAGLLALAALCLLRVPGARAAACEPVRIPLCKSLPWNMTKMPNHLHHSTQANAILAIEQFEGLLGTHCSPDLLFFLCAMYAPICTIDFQHEPIKPCKSVCERARQGCEPILIKYRHSWPENLACEELPVYDRGVCISPEAIVTADGADFPMDSSNGNCRGASSERCKCKPIRATQKTYFRNNYNYVIRAKVKEIKTKCHDVTAVVEVKEILKSSLVNIPRDTVNLYTSSGCLCPPLNVNEEYIIMGYEDEERSRLLLVEGSIAEKWKDRLGKKVKRWDMKLRHLGLSK.... Result: 0 (no interaction). (8) The miRNA is dre-miR-144-3p with sequence UACAGUAUAGAUGAUGUACU. The protein sequence of the target gene is MATLLRSKLSNVATSVSNKSQAKMSGMFARMGFQAATDEEAVGFAHCDDLDFEHRQGLQMDILKAEGEPCGDEGAEAPVEGDIHYQRGSGAPLPPSGSKDQVGGGGEFGGHDKPKITAWEAGWNVTNAIQGMFVLGLPYAILHGGYLGLFLIIFAAVVCCYTGKILIACLYEENEDGEVVRVRDSYVAIANACCAPRFPTLGGRVVNVAQIIELVMTCILYVVVSGNLMYNSFPGLPVSQKSWSIIATAVLLPCAFLKNLKAVSKFSLLCTLAHFVINILVIAYCLSRARDWAWEKVKFY.... Result: 0 (no interaction). (9) The miRNA is mmu-miR-5112 with sequence UAGCUCAGCGGGAGAGCAC. The protein sequence of the target gene is MTAGTVVITGGILATVILLCIIAVLCYCRLQYYCCKKDESEEDEEEPDFAVHSHLPPLHSNRNLVLTNGPALYPAATTSFSQKSPQARALCRSCSHYEPPTFFLQEPEDEDFEGVRNGGGRVAYKSISQEDVELPSASFGGLQALNPNRLSAMREAFSRSRSVSTDV. Result: 0 (no interaction).